From a dataset of Catalyst prediction with 721,799 reactions and 888 catalyst types from USPTO. Predict which catalyst facilitates the given reaction. (1) Reactant: O1CCCO[B:2]1[C:7]1[CH:37]=[CH:36][C:10]([C:11]([NH:13][S:14]([C:17]2[CH:22]=[CH:21][C:20]([NH:23][CH2:24][CH2:25][S:26][C:27]3[CH:32]=[CH:31][CH:30]=[CH:29][CH:28]=3)=[C:19]([N+:33]([O-:35])=[O:34])[CH:18]=2)(=[O:16])=[O:15])=[O:12])=[CH:9][CH:8]=1.[OH-].[K+]. Product: [BH2:2][C:7]1[CH:8]=[CH:9][C:10]([C:11]([NH:13][S:14]([C:17]2[CH:22]=[CH:21][C:20]([NH:23][CH2:24][CH2:25][S:26][C:27]3[CH:32]=[CH:31][CH:30]=[CH:29][CH:28]=3)=[C:19]([N+:33]([O-:35])=[O:34])[CH:18]=2)(=[O:15])=[O:16])=[O:12])=[CH:36][CH:37]=1. The catalyst class is: 1. (2) Reactant: C([Li])CCC.CCCCCC.[S:12]1[CH:16]=[CH:15][CH:14]=[CH:13]1.Br[CH2:18][CH2:19][CH2:20][CH2:21][CH2:22][CH2:23][CH2:24][CH2:25][CH2:26][CH2:27][CH2:28][CH3:29]. Product: [CH2:29]([C:13]1[S:12][CH:16]=[CH:15][CH:14]=1)[CH2:28][CH2:27][CH2:26][CH2:25][CH2:24][CH2:23][CH2:22][CH2:21][CH2:20][CH2:19][CH3:18]. The catalyst class is: 7. (3) Reactant: [CH:1]1([C@@H:6]2[CH2:11][CH2:10][C@H:9]([O:12][C:13]3[C:14]([C:30]([F:33])([F:32])[F:31])=[C:15]4[C:20](=[CH:21][CH:22]=3)[CH:19]=[C:18]([C@:23]3([CH3:29])[CH2:27][O:26]C(=O)[NH:24]3)[CH:17]=[CH:16]4)[CH2:8][CH2:7]2)[CH2:5][CH2:4][CH2:3][CH2:2]1.C(O)C.O.[OH-].[Li+]. Product: [NH2:24][C@@:23]([C:18]1[CH:17]=[CH:16][C:15]2[C:20](=[CH:21][CH:22]=[C:13]([O:12][C@H:9]3[CH2:10][CH2:11][C@@H:6]([CH:1]4[CH2:5][CH2:4][CH2:3][CH2:2]4)[CH2:7][CH2:8]3)[C:14]=2[C:30]([F:32])([F:33])[F:31])[CH:19]=1)([CH3:29])[CH2:27][OH:26]. The catalyst class is: 6. (4) Reactant: CCN(C(C)C)C(C)C.[CH3:10][C:11]1[N:16]=[C:15]([C:17]([OH:19])=O)[CH:14]=[CH:13][CH:12]=1.ClC(OCC(C)C)=O.Cl.[CH3:29][NH:30][O:31][CH3:32]. Product: [CH3:32][O:31][N:30]([CH3:29])[C:17]([C:15]1[CH:14]=[CH:13][CH:12]=[C:11]([CH3:10])[N:16]=1)=[O:19]. The catalyst class is: 2. (5) Reactant: [O:1]1[CH:5]=[CH:4][CH:3]=[C:2]1[CH2:6][O:7][CH2:8][C:9]1[CH:10]=[C:11]([CH:14]=[CH:15][CH:16]=1)[CH2:12][NH2:13].[C:17](Cl)(Cl)=[O:18].[S:21]1[C:25]2=[N:26][CH:27]=[CH:28][CH:29]=[C:24]2[C:23]([OH:30])=[N:22]1. Product: [O:1]1[CH:5]=[CH:4][CH:3]=[C:2]1[CH2:6][O:7][CH2:8][C:9]1[CH:10]=[C:11]([CH:14]=[CH:15][CH:16]=1)[CH2:12][NH:13][C:23]([N:22]1[C:17](=[O:18])[C:24]2[C:25](=[N:26][CH:27]=[CH:28][CH:29]=2)[S:21]1)=[O:30]. The catalyst class is: 11. (6) Reactant: Br[C:2]1[CH:7]=[CH:6][C:5]([N+:8]([O-:10])=[O:9])=[CH:4][C:3]=1[C:11]([F:14])([F:13])[F:12].C[C:16]1[NH:17][CH:18]=[C:19](C)[N:20]=1. Product: [N+:8]([C:5]1[CH:6]=[CH:7][C:2]([N:17]2[CH:18]=[CH:19][N:20]=[CH:16]2)=[C:3]([C:11]([F:14])([F:13])[F:12])[CH:4]=1)([O-:10])=[O:9]. The catalyst class is: 6.